From a dataset of Reaction yield outcomes from USPTO patents with 853,638 reactions. Predict the reaction yield, written as a fraction of the theoretical maximum amount of product (1.0 means a 100% yield; for example, 0.34 means a 34% yield). The reactants are [Cl:1][C:2]1[C:3]([CH:9]=O)=[N:4][CH:5]=[C:6]([Cl:8])[N:7]=1.[CH2:11]([NH:18][CH2:19][CH2:20][OH:21])[C:12]1[CH:17]=[CH:16][CH:15]=[CH:14][CH:13]=1.C(O)(=O)C.C(O[BH-](OC(=O)C)OC(=O)C)(=O)C.[Na+]. The catalyst is C1COCC1. The product is [CH2:11]([N:18]([CH2:9][C:3]1[C:2]([Cl:1])=[N:7][C:6]([Cl:8])=[CH:5][N:4]=1)[CH2:19][CH2:20][OH:21])[C:12]1[CH:17]=[CH:16][CH:15]=[CH:14][CH:13]=1. The yield is 0.480.